Task: Regression. Given a peptide amino acid sequence and an MHC pseudo amino acid sequence, predict their binding affinity value. This is MHC class I binding data.. Dataset: Peptide-MHC class I binding affinity with 185,985 pairs from IEDB/IMGT (1) The peptide sequence is KIPAPPSA. The binding affinity (normalized) is 0. The MHC is Mamu-A01 with pseudo-sequence Mamu-A01. (2) The peptide sequence is RDYVDRFYKTL. The MHC is HLA-A02:03 with pseudo-sequence HLA-A02:03. The binding affinity (normalized) is 0. (3) The peptide sequence is MLSRVAAVK. The MHC is HLA-A33:01 with pseudo-sequence HLA-A33:01. The binding affinity (normalized) is 0.422. (4) The peptide sequence is TTTLEETKF. The MHC is HLA-B15:01 with pseudo-sequence HLA-B15:01. The binding affinity (normalized) is 0.0847. (5) The peptide sequence is GPRGRHVVL. The MHC is HLA-B51:01 with pseudo-sequence HLA-B51:01. The binding affinity (normalized) is 0.0847. (6) The peptide sequence is AVSRGSAKLR. The MHC is HLA-A30:01 with pseudo-sequence HLA-A30:01. The binding affinity (normalized) is 0.344. (7) The peptide sequence is DINESMSQM. The MHC is HLA-A02:03 with pseudo-sequence HLA-A02:03. The binding affinity (normalized) is 0.0119. (8) The peptide sequence is PTSIPLAYF. The MHC is Mamu-A01 with pseudo-sequence Mamu-A01. The binding affinity (normalized) is 0.560.